This data is from Full USPTO retrosynthesis dataset with 1.9M reactions from patents (1976-2016). The task is: Predict the reactants needed to synthesize the given product. (1) Given the product [N:1]1[CH:6]=[C:5]([CH2:7][CH2:8][C:9]([O:11][CH3:12])=[O:10])[CH:4]=[N:3][CH:2]=1, predict the reactants needed to synthesize it. The reactants are: [N:1]1[CH:6]=[C:5](/[CH:7]=[CH:8]/[C:9]([O:11][CH3:12])=[O:10])[CH:4]=[N:3][CH:2]=1. (2) Given the product [NH2:8][S:9]([CH:12]1[NH:17][CH2:16][C:15]2[S:18][C:19]([C:21]([N:23]3[CH2:28][CH2:27][N:26]([S:29]([C:32]4[NH:33][C:34]5[C:39]([CH:40]=4)=[CH:38][C:37]([Cl:41])=[CH:36][CH:35]=5)(=[O:31])=[O:30])[CH2:25][CH:24]3[CH2:42][C:43]([N:45]3[CH2:46][CH2:47][O:48][CH2:49][CH2:50]3)=[O:44])=[O:22])=[N:20][C:14]=2[CH2:13]1)(=[O:10])=[O:11], predict the reactants needed to synthesize it. The reactants are: C(OC([NH:8][S:9]([CH:12]1[NH:17][CH2:16][C:15]2[S:18][C:19]([C:21]([N:23]3[CH2:28][CH2:27][N:26]([S:29]([C:32]4[NH:33][C:34]5[C:39]([CH:40]=4)=[CH:38][C:37]([Cl:41])=[CH:36][CH:35]=5)(=[O:31])=[O:30])[CH2:25][CH:24]3[CH2:42][C:43]([N:45]3[CH2:50][CH2:49][O:48][CH2:47][CH2:46]3)=[O:44])=[O:22])=[N:20][C:14]=2[CH2:13]1)(=[O:11])=[O:10])=O)(C)(C)C.FC(F)(F)C(O)=O.C(OCC)C. (3) Given the product [CH3:26][C@H:24]1[CH2:25][N:20]([C:19]2[CH:18]=[CH:17][N:16]=[CH:15][C:14]=2[NH:13][C:11]([C:8]2[N:7]=[C:6]3[C:2]([C:43]([CH3:45])=[CH2:44])=[CH:3][O:4][C:5]3=[CH:10][CH:9]=2)=[O:12])[CH2:21][C@@H:22]([NH:27][C:28](=[O:34])[O:29][C:30]([CH3:31])([CH3:32])[CH3:33])[CH2:23]1, predict the reactants needed to synthesize it. The reactants are: Br[C:2]1[C:6]2=[N:7][C:8]([C:11]([NH:13][C:14]3[CH:15]=[N:16][CH:17]=[CH:18][C:19]=3[N:20]3[CH2:25][C@H:24]([CH3:26])[CH2:23][C@H:22]([NH:27][C:28](=[O:34])[O:29][C:30]([CH3:33])([CH3:32])[CH3:31])[CH2:21]3)=[O:12])=[CH:9][CH:10]=[C:5]2[O:4][CH:3]=1.[O-]P([O-])([O-])=O.[K+].[K+].[K+].[C:43](B1OC(C)(C)C(C)(C)O1)([CH3:45])=[CH2:44]. (4) Given the product [Br:11][CH2:10][C:7]1[CH:8]=[CH:9][C:4]([CH2:3][OH:2])=[CH:5][CH:6]=1, predict the reactants needed to synthesize it. The reactants are: C[O:2][C:3](=O)[C:4]1[CH:9]=[CH:8][C:7]([CH2:10][Br:11])=[CH:6][CH:5]=1.CC(C[AlH]CC(C)C)C. (5) Given the product [CH3:27][CH2:28][C:29]1[CH:30]=[CH:31][C:32]([CH2:35][CH2:36][O:37][C:38]2[CH:39]=[CH:40][C:41]([CH2:44][CH:45]3[S:51][C:49](=[O:50])[NH:48][C:46]3=[O:47])=[CH:42][CH:43]=2)=[N:33][CH:34]=1, predict the reactants needed to synthesize it. The reactants are: OC1O[C@H](CO)[C@@H](O[C@@H]2O[C@H](CO)[C@H](O)[C@H](O)[C@H]2O)[C@H](O)[C@H]1O.[Si](=O)=O.[CH3:27][CH2:28][C:29]1[CH:30]=[CH:31][C:32]([CH2:35][CH2:36][O:37][C:38]2[CH:39]=[CH:40][C:41]([CH2:44][CH:45]3[S:51][C:49](=[O:50])[NH:48][C:46]3=[O:47])=[CH:42][CH:43]=2)=[N:33][CH:34]=1.Cl. (6) Given the product [ClH:1].[N:18]1([CH2:23][CH2:24][CH:25]2[CH2:26][CH2:27][N:28]([C:2]3[CH:7]=[CH:6][C:5]([C:8]4[CH:13]=[CH:12][C:11]([C:14]([F:17])([F:16])[F:15])=[CH:10][CH:9]=4)=[CH:4][N:3]=3)[CH2:29][CH2:30]2)[CH2:22][CH2:21][CH2:20][CH2:19]1, predict the reactants needed to synthesize it. The reactants are: [Cl:1][C:2]1[CH:7]=[CH:6][C:5]([C:8]2[CH:13]=[CH:12][C:11]([C:14]([F:17])([F:16])[F:15])=[CH:10][CH:9]=2)=[CH:4][N:3]=1.[N:18]1([CH2:23][CH2:24][CH:25]2[CH2:30][CH2:29][NH:28][CH2:27][CH2:26]2)[CH2:22][CH2:21][CH2:20][CH2:19]1.